From a dataset of Peptide-MHC class I binding affinity with 185,985 pairs from IEDB/IMGT. Regression. Given a peptide amino acid sequence and an MHC pseudo amino acid sequence, predict their binding affinity value. This is MHC class I binding data. (1) The peptide sequence is FPRFKFVWV. The MHC is HLA-B35:01 with pseudo-sequence HLA-B35:01. The binding affinity (normalized) is 0.0641. (2) The peptide sequence is IMAVGMVSI. The MHC is HLA-A02:03 with pseudo-sequence HLA-A02:03. The binding affinity (normalized) is 0.804. (3) The peptide sequence is DILASIIDY. The MHC is HLA-B48:01 with pseudo-sequence HLA-B48:01. The binding affinity (normalized) is 0.0847.